From a dataset of Catalyst prediction with 721,799 reactions and 888 catalyst types from USPTO. Predict which catalyst facilitates the given reaction. (1) Reactant: [CH3:1][O:2][C:3]1[CH:19]=[CH:18][C:6]([CH2:7][N:8]2[CH2:13][CH2:12][CH2:11][C@H:10]([CH3:14])[C@@H:9]2[C:15]([NH2:17])=O)=[CH:5][CH:4]=1.[H-].[H-].[H-].[H-].[Li+].[Al+3]. Product: [CH3:1][O:2][C:3]1[CH:19]=[CH:18][C:6]([CH2:7][N:8]2[CH2:13][CH2:12][CH2:11][C@H:10]([CH3:14])[C@@H:9]2[CH2:15][NH2:17])=[CH:5][CH:4]=1. The catalyst class is: 1. (2) Reactant: [Cl:1][C:2]1[C:3]([C:9]#[N:10])=[N:4][CH:5]=[C:6](Cl)[N:7]=1.Cl.[NH2:12][CH:13]([CH2:17][C:18]([F:21])([F:20])[F:19])[C:14]([NH2:16])=[O:15].CCN(C(C)C)C(C)C.O. Product: [Cl:1][C:2]1[N:7]=[C:6]([NH:12][CH:13]([CH2:17][C:18]([F:21])([F:20])[F:19])[C:14]([NH2:16])=[O:15])[CH:5]=[N:4][C:3]=1[C:9]#[N:10]. The catalyst class is: 296. (3) Reactant: C1COCC1.[N:6]([CH2:9][CH2:10][O:11][CH2:12][CH2:13][O:14][CH2:15][CH2:16][O:17][CH2:18][CH2:19][O:20][C:21]12[CH2:30][CH:25]3[CH2:26][CH:27]([CH2:29][CH:23]([CH2:24]3)[CH2:22]1)[CH2:28]2)=[N+]=[N-].C1(P(C2C=CC=CC=2)C2C=CC=CC=2)C=CC=CC=1. Product: [C:21]12([O:20][CH2:19][CH2:18][O:17][CH2:16][CH2:15][O:14][CH2:13][CH2:12][O:11][CH2:10][CH2:9][NH2:6])[CH2:22][CH:23]3[CH2:24][CH:25]([CH2:26][CH:27]([CH2:29]3)[CH2:28]1)[CH2:30]2. The catalyst class is: 6. (4) Reactant: C([O-])(O)=O.[Na+].[CH3:6][N:7]([CH3:22])[C:8]1[CH:17]=[CH:16][CH:15]=[C:14]2[C:9]=1[CH:10]=[CH:11][CH:12]=[C:13]2[S:18](Cl)(=[O:20])=[O:19].[NH2:23][CH2:24][CH2:25][CH2:26][CH2:27][CH2:28][CH2:29][CH2:30][CH2:31][CH2:32][CH2:33][CH2:34][C:35]([OH:37])=[O:36].C(N(CC)CC)C. Product: [CH3:6][N:7]([CH3:22])[C:8]1[CH:17]=[CH:16][CH:15]=[C:14]2[C:9]=1[CH:10]=[CH:11][CH:12]=[C:13]2[S:18]([NH:23][CH2:24][CH2:25][CH2:26][CH2:27][CH2:28][CH2:29][CH2:30][CH2:31][CH2:32][CH2:33][CH2:34][C:35]([OH:37])=[O:36])(=[O:20])=[O:19]. The catalyst class is: 95.